The task is: Predict the product of the given reaction.. This data is from Forward reaction prediction with 1.9M reactions from USPTO patents (1976-2016). (1) Given the reactants Cl[C:2]1[N:10]=[CH:9][N:8]=[C:7]2[C:3]=1[N:4]=[CH:5][N:6]2[CH:11]1[CH2:16][CH2:15][CH2:14][CH2:13][O:12]1.CC1(C)C(C)(C)OB([C:25]2[CH:31]=[CH:30][CH:29]=[CH:28][C:26]=2[NH2:27])O1.N#N.C(=O)([O-])[O-].[Cs+].[Cs+], predict the reaction product. The product is: [O:12]1[CH2:13][CH2:14][CH2:15][CH2:16][CH:11]1[N:6]1[CH:5]=[N:4][C:3]2[C:7]1=[N:8][CH:9]=[N:10][C:2]=2[C:25]1[CH:31]=[CH:30][CH:29]=[CH:28][C:26]=1[NH2:27]. (2) Given the reactants [N:1]1([CH2:6][CH2:7][CH2:8][N:9]2[CH2:14][CH2:13][CH:12]([CH2:15][NH:16][C:17](=[O:28])[C:18]3[CH:23]=[C:22]([Cl:24])[C:21]([NH2:25])=[CH:20][C:19]=3[O:26][CH3:27])[CH2:11][CH2:10]2)[CH:5]=[CH:4][N:3]=[N:2]1, predict the reaction product. The product is: [ClH:24].[N:1]1([CH2:6][CH2:7][CH2:8][N:9]2[CH2:10][CH2:11][CH:12]([CH2:15][NH:16][C:17](=[O:28])[C:18]3[CH:23]=[C:22]([Cl:24])[C:21]([NH2:25])=[CH:20][C:19]=3[O:26][CH3:27])[CH2:13][CH2:14]2)[CH:5]=[CH:4][N:3]=[N:2]1. (3) The product is: [CH3:18][O:17][C:14]1[CH:13]=[CH:12][C:11]2[C:10]3[N:19]=[C:20]([N:27]4[CH2:32][CH2:31][CH2:30][CH2:29][CH2:28]4)[CH:21]=[C:22]([C:23]([O:25][CH3:26])=[O:24])[C:9]=3[NH:8][C:16]=2[CH:15]=1. Given the reactants C([N:8]1[C:16]2[CH:15]=[C:14]([O:17][CH3:18])[CH:13]=[CH:12][C:11]=2[C:10]2[N:19]=[C:20]([N:27]3[CH2:32][CH2:31][CH2:30][CH2:29][CH2:28]3)[CH:21]=[C:22]([C:23]([O:25][CH3:26])=[O:24])[C:9]1=2)C1C=CC=CC=1, predict the reaction product. (4) Given the reactants [CH3:1][O:2][C:3]([C@H:5]1[CH2:9][C@H:8]([OH:10])[C@@H:7]([N:11]=[N+:12]=[N-:13])[CH2:6]1)=[O:4].Br[CH2:15][CH2:16][O:17][CH:18]1[CH2:23][CH2:22][CH2:21][CH2:20][O:19]1, predict the reaction product. The product is: [CH3:1][O:2][C:3]([CH:5]1[CH2:9][C@H:8]([O:10][CH2:15][CH2:16][O:17][CH:18]2[CH2:23][CH2:22][CH2:21][CH2:20][O:19]2)[C@@H:7]([N:11]=[N+:12]=[N-:13])[CH2:6]1)=[O:4]. (5) Given the reactants [Cl:1][C:2]1[C:7]([CH3:8])=[CH:6][C:5]([OH:9])=[C:4]([N+:10]([O-:12])=[O:11])[CH:3]=1.CI.[C:15](=O)([O-])[O-].[K+].[K+], predict the reaction product. The product is: [Cl:1][C:2]1[C:7]([CH3:8])=[CH:6][C:5]([O:9][CH3:15])=[C:4]([N+:10]([O-:12])=[O:11])[CH:3]=1. (6) Given the reactants [Br:1][C:2]1[C:3]([N:17]2[CH2:22][CH2:21][CH2:20][C@@H:19]([NH:23][C:24](=[O:30])[O:25][C:26]([CH3:29])([CH3:28])[CH3:27])[CH2:18]2)=[C:4]2[C:10]([NH:11][C:12](=[O:16])[CH:13]([CH3:15])[CH3:14])=[CH:9][NH:8][C:5]2=[N:6][CH:7]=1.[CH3:31][C:32]([O:35][C:36](O[C:36]([O:35][C:32]([CH3:34])([CH3:33])[CH3:31])=[O:37])=[O:37])([CH3:34])[CH3:33].C(N(CC)CC)C.O, predict the reaction product. The product is: [Br:1][C:2]1[C:3]([N:17]2[CH2:22][CH2:21][CH2:20][C@@H:19]([NH:23][C:24]([O:25][C:26]([CH3:28])([CH3:27])[CH3:29])=[O:30])[CH2:18]2)=[C:4]2[C:10]([NH:11][C:12](=[O:16])[CH:13]([CH3:15])[CH3:14])=[CH:9][N:8]([C:36]([O:35][C:32]([CH3:34])([CH3:33])[CH3:31])=[O:37])[C:5]2=[N:6][CH:7]=1.